Dataset: Forward reaction prediction with 1.9M reactions from USPTO patents (1976-2016). Task: Predict the product of the given reaction. (1) Given the reactants [CH3:1][N:2]([CH2:4][CH2:5]C1C=CC=CC=1)C.[C:12]1([C:18]([C:28]2[CH:33]=[CH:32][CH:31]=[CH:30][CH:29]=2)([OH:27])[CH2:19][CH2:20]N2CCCCC2)[CH:17]=[CH:16][CH:15]=[CH:14][CH:13]=1, predict the reaction product. The product is: [CH3:1][N:2]1[CH2:4][CH2:5][CH2:20][C@H:19]1[C:18]([C:12]1[CH:13]=[CH:14][CH:15]=[CH:16][CH:17]=1)([C:28]1[CH:29]=[CH:30][CH:31]=[CH:32][CH:33]=1)[OH:27]. (2) The product is: [Cl:19][C:14]1[CH:15]=[CH:16][CH:17]=[CH:18][C:13]=1[S:10]([C@H:8]1[CH2:7][N:6]([C:20]2[S:21][C:22]([C:25]([F:27])([F:26])[F:28])=[N:23][N:24]=2)[C@H:5]([C:3]([OH:4])=[O:2])[CH2:9]1)(=[O:11])=[O:12]. Given the reactants C[O:2][C:3]([C@@H:5]1[CH2:9][C@@H:8]([S:10]([C:13]2[CH:18]=[CH:17][CH:16]=[CH:15][C:14]=2[Cl:19])(=[O:12])=[O:11])[CH2:7][N:6]1[C:20]1[S:21][C:22]([C:25]([F:28])([F:27])[F:26])=[N:23][N:24]=1)=[O:4].[OH-].[Li+], predict the reaction product. (3) Given the reactants F[C:2]1[N:7]=[C:6]([N:8]2[C@@H:12]([CH2:13][F:14])[CH2:11][O:10][C:9]2=[O:15])[C:5]([F:16])=[CH:4][N:3]=1.[Cl:17][C:18]1[CH:23]=[CH:22][C:21]([C:24]2[O:28][C:27]([C@@H:29]([NH2:31])[CH3:30])=[N:26][CH:25]=2)=[CH:20][CH:19]=1.CCN(C(C)C)C(C)C, predict the reaction product. The product is: [Cl:17][C:18]1[CH:19]=[CH:20][C:21]([C:24]2[O:28][C:27]([C@@H:29]([NH:31][C:2]3[N:7]=[C:6]([N:8]4[C@@H:12]([CH2:13][F:14])[CH2:11][O:10][C:9]4=[O:15])[C:5]([F:16])=[CH:4][N:3]=3)[CH3:30])=[N:26][CH:25]=2)=[CH:22][CH:23]=1. (4) Given the reactants [CH:1]1[CH:6]=[CH:5][C:4]2[C:7]([C:9]([OH:26])=[C:10]([C@@H:13]3[CH2:18][CH2:17][C@@H:16]([C:19]4[CH:24]=[CH:23][C:22]([Cl:25])=[CH:21][CH:20]=4)[CH2:15][CH2:14]3)[C:11](=[O:12])[C:3]=2[CH:2]=1)=[O:8].C1(=O)C2C=CC=CC=2C(=O)CO1.ClC1C=CC(C2CCC(C=O)CC2)=CC=1, predict the reaction product. The product is: [Cl:25][C:22]1[CH:23]=[CH:24][C:19]([CH:16]2[CH2:15][CH2:14][CH:13](/[CH:10]=[C:9]3\[O:26][C:11](=[O:12])[C:3]4[CH:2]=[CH:1][CH:6]=[CH:5][C:4]=4[C:7]\3=[O:8])[CH2:18][CH2:17]2)=[CH:20][CH:21]=1. (5) Given the reactants [CH2:1]([O:8][C:9]1[C:18](=[O:19])[N:17]2[C:12]([C:13]([CH3:21])([CH3:20])[O:14][CH2:15][CH2:16]2)=[N:11][C:10]=1[C:22](O)=[O:23])[C:2]1[CH:7]=[CH:6][CH:5]=[CH:4][CH:3]=1.[NH2:25][CH2:26][C:27]1[CH:32]=[CH:31][C:30]([F:33])=[CH:29][C:28]=1[NH:34][C:35]1[S:36][CH:37]=[CH:38][N:39]=1, predict the reaction product. The product is: [F:33][C:30]1[CH:31]=[CH:32][C:27]([CH2:26][NH:25][C:22]([C:10]2[N:11]=[C:12]3[N:17]([C:18](=[O:19])[C:9]=2[O:8][CH2:1][C:2]2[CH:3]=[CH:4][CH:5]=[CH:6][CH:7]=2)[CH2:16][CH2:15][O:14][C:13]3([CH3:21])[CH3:20])=[O:23])=[C:28]([NH:34][C:35]2[S:36][CH:37]=[CH:38][N:39]=2)[CH:29]=1.